Dataset: Full USPTO retrosynthesis dataset with 1.9M reactions from patents (1976-2016). Task: Predict the reactants needed to synthesize the given product. (1) Given the product [CH2:9]1[C:10]2([CH2:16][CH2:15][N:14]([C:17]3[N:22]=[C:21]([N:23]4[CH2:27][CH2:26][CH2:25][CH:24]4[C:28]4[O:32][N:31]=[C:30]([C:33]5[CH:38]=[CH:37][CH:36]=[CH:35][N:34]=5)[CH:29]=4)[N:20]=[C:19]([NH:39][C:40]4[CH:44]=[C:43]([CH3:45])[NH:42][N:41]=4)[CH:18]=3)[CH2:13][CH2:12]2)[CH2:11][NH:8]1, predict the reactants needed to synthesize it. The reactants are: C(OC([N:8]1[CH2:11][C:10]2([CH2:16][CH2:15][N:14]([C:17]3[N:22]=[C:21]([N:23]4[CH2:27][CH2:26][CH2:25][CH:24]4[C:28]4[O:32][N:31]=[C:30]([C:33]5[CH:38]=[CH:37][CH:36]=[CH:35][N:34]=5)[CH:29]=4)[N:20]=[C:19]([NH:39][C:40]4[CH:44]=[C:43]([CH3:45])[NH:42][N:41]=4)[CH:18]=3)[CH2:13][CH2:12]2)[CH2:9]1)=O)(C)(C)C.C(O)(C(F)(F)F)=O. (2) Given the product [Ca+2:46].[C:1]1([C:7]2[CH:11]=[C:10]([C:12]3[CH:17]=[CH:16][CH:15]=[CH:14][CH:13]=3)[N:9]([CH2:18][C:19]3[CH:38]=[CH:37][C:22]([CH2:23][O:24][C:25]4[CH:30]=[CH:29][C:28]([CH2:31][CH2:32][C:33]([O-:35])=[O:34])=[C:27]([F:36])[CH:26]=4)=[CH:21][C:20]=3[O:39][CH:40]([CH3:42])[CH3:41])[N:8]=2)[CH:6]=[CH:5][CH:4]=[CH:3][CH:2]=1.[C:1]1([C:7]2[CH:11]=[C:10]([C:12]3[CH:17]=[CH:16][CH:15]=[CH:14][CH:13]=3)[N:9]([CH2:18][C:19]3[CH:38]=[CH:37][C:22]([CH2:23][O:24][C:25]4[CH:30]=[CH:29][C:28]([CH2:31][CH2:32][C:33]([O-:35])=[O:34])=[C:27]([F:36])[CH:26]=4)=[CH:21][C:20]=3[O:39][CH:40]([CH3:42])[CH3:41])[N:8]=2)[CH:6]=[CH:5][CH:4]=[CH:3][CH:2]=1, predict the reactants needed to synthesize it. The reactants are: [C:1]1([C:7]2[CH:11]=[C:10]([C:12]3[CH:17]=[CH:16][CH:15]=[CH:14][CH:13]=3)[N:9]([CH2:18][C:19]3[CH:38]=[CH:37][C:22]([CH2:23][O:24][C:25]4[CH:30]=[CH:29][C:28]([CH2:31][CH2:32][C:33]([OH:35])=[O:34])=[C:27]([F:36])[CH:26]=4)=[CH:21][C:20]=3[O:39][CH:40]([CH3:42])[CH3:41])[N:8]=2)[CH:6]=[CH:5][CH:4]=[CH:3][CH:2]=1.[OH-].[Na+].[Cl-].[Ca+2:46].[Cl-]. (3) The reactants are: Cl[CH2:2][C:3](=[O:5])[CH3:4].[CH3:6][O:7][C:8]1[CH:22]=[C:21]([O:23][CH3:24])[CH:20]=[CH:19][C:9]=1[CH2:10][NH:11][C:12]([N:14]=CN(C)C)=[S:13].O.[C:26]([O-])(O)=O.[Na+]. Given the product [CH3:6][O:7][C:8]1[CH:22]=[C:21]([O:23][CH3:24])[CH:20]=[CH:19][C:9]=1[CH2:10][N:11]1[C:2]([C:3](=[O:5])[CH3:4])=[CH:26][S:13][CH:12]1[NH2:14], predict the reactants needed to synthesize it. (4) Given the product [C:1]([Si:5]([CH3:25])([CH3:24])[O:6][CH:7]([CH2:16][C:17]1[CH:22]=[CH:21][C:20]([F:23])=[CH:19][CH:18]=1)[CH2:8][CH2:9][CH:10]1[CH2:11][CH2:12][C:13](=[O:15])[N:14]1[CH2:7][CH2:8][CH2:9][CH2:10][CH2:11][CH2:12][C:13]#[N:14])([CH3:4])([CH3:3])[CH3:2], predict the reactants needed to synthesize it. The reactants are: [C:1]([Si:5]([CH3:25])([CH3:24])[O:6][CH:7]([CH2:16][C:17]1[CH:22]=[CH:21][C:20]([F:23])=[CH:19][CH:18]=1)[CH2:8][CH2:9][CH:10]1[NH:14][C:13](=[O:15])[CH2:12][CH2:11]1)([CH3:4])([CH3:3])[CH3:2].[H-].[Na+].O. (5) Given the product [OH:2][C:3]1[C:16]2=[CH:17][CH:18]=[CH:19][C:14]3=[C:15]2[C:6]([O:7][C:8]2[CH:9]=[CH:10][CH:11]=[CH:12][C:13]=23)=[CH:5][CH:4]=1, predict the reactants needed to synthesize it. The reactants are: C[O:2][C:3]1[C:16]2=[CH:17][CH:18]=[CH:19][C:14]3=[C:15]2[C:6]([O:7][C:8]2[CH:9]=[CH:10][CH:11]=[CH:12][C:13]=23)=[CH:5][CH:4]=1.B(Br)(Br)Br.O. (6) The reactants are: [CH2:1]([N:8]1[CH2:13][CH2:12][C:11](=O)[CH:10]([CH3:15])[CH2:9]1)[C:2]1[CH:7]=[CH:6][CH:5]=[CH:4][CH:3]=1.[NH2:16][C:17]1[CH:18]=[C:19]2[C:23](=[CH:24][CH:25]=1)[NH:22][N:21]=[CH:20]2.C(O)(=O)C.C(=O)([O-])O.[Na+]. Given the product [CH2:1]([N:8]1[CH2:13][CH2:12][CH:11]([NH:16][C:17]2[CH:18]=[C:19]3[C:23](=[CH:24][CH:25]=2)[NH:22][N:21]=[CH:20]3)[CH:10]([CH3:15])[CH2:9]1)[C:2]1[CH:7]=[CH:6][CH:5]=[CH:4][CH:3]=1, predict the reactants needed to synthesize it. (7) Given the product [CH2:31]([CH:33]1[CH2:37][CH2:36][N:35]([C:2]2[N:10]=[C:9]([C:11]([OH:50])=[O:47])[N:8]=[C:7]3[C:3]=2[N:4]([CH2:20][C:21]2[CH:22]=[CH:23][C:24]([C:27]([F:30])([F:28])[F:29])=[CH:25][CH:26]=2)[C:5]([C:13]2[CH:18]=[CH:17][CH:16]=[C:15]([CH3:19])[CH:14]=2)=[N:6]3)[CH2:34]1)[CH3:32], predict the reactants needed to synthesize it. The reactants are: Cl[C:2]1[N:10]=[C:9]([C:11]#N)[N:8]=[C:7]2[C:3]=1[N:4]([CH2:20][C:21]1[CH:26]=[CH:25][C:24]([C:27]([F:30])([F:29])[F:28])=[CH:23][CH:22]=1)[C:5]([C:13]1[CH:18]=[CH:17][CH:16]=[C:15]([CH3:19])[CH:14]=1)=[N:6]2.[CH2:31]([CH:33]1[CH2:37][CH2:36][NH:35][CH2:34]1)[CH3:32].CCN(C(C)C)C(C)C.[OH-:47].[Na+].Cl.[OH2:50].